This data is from Full USPTO retrosynthesis dataset with 1.9M reactions from patents (1976-2016). The task is: Predict the reactants needed to synthesize the given product. (1) The reactants are: [CH2:1]([N:8]([CH2:17][C:18]1[CH:23]=[CH:22][CH:21]=[CH:20][CH:19]=1)[C:9]1[CH:14]=[CH:13][C:12]([F:15])=[CH:11][C:10]=1[F:16])[C:2]1[CH:7]=[CH:6][CH:5]=[CH:4][CH:3]=1.C([Li])CCC.CN(C)[CH:31]=[O:32].O. Given the product [CH2:17]([N:8]([CH2:1][C:2]1[CH:3]=[CH:4][CH:5]=[CH:6][CH:7]=1)[C:9]1[C:10]([F:16])=[C:11]([C:12]([F:15])=[CH:13][CH:14]=1)[CH:31]=[O:32])[C:18]1[CH:23]=[CH:22][CH:21]=[CH:20][CH:19]=1, predict the reactants needed to synthesize it. (2) Given the product [Cl:1][C:2]1[C:7]2[N:8]([CH2:9][C@H:10]3[CH2:11][CH2:12][C@H:13]([CH3:16])[CH2:14][CH2:15]3)[CH:19]=[N:17][C:6]=2[CH:5]=[C:4]([Cl:18])[N:3]=1, predict the reactants needed to synthesize it. The reactants are: [Cl:1][C:2]1[C:7]([NH:8][CH2:9][C@H:10]2[CH2:15][CH2:14][C@H:13]([CH3:16])[CH2:12][CH2:11]2)=[C:6]([NH2:17])[CH:5]=[C:4]([Cl:18])[N:3]=1.[CH2:19](OC(OCC)OCC)C. (3) The reactants are: [CH:1]1([CH2:4][N:5]2[CH2:14][CH2:13][C@@:12]34[C:15]5[C:21]6[CH2:22][C@@H:6]2[C@@:7]23[CH2:34][CH2:33][C@:10]([O:35][CH3:36])([C@@H:11]4[O:17][C:16]=5[C:18]([O:23]CC3C=CC(OC)=CC=3)=[CH:19][CH:20]=6)[C@@H:9]([CH2:37][NH2:38])[CH2:8]2)[CH2:3][CH2:2]1.C(N(CC)CC)C.[C:46]1([CH3:56])[CH:51]=[CH:50][C:49]([S:52](Cl)(=[O:54])=[O:53])=[CH:48][CH:47]=1. Given the product [CH:1]1([CH2:4][N:5]2[CH2:14][CH2:13][C@@:12]34[C:15]5[C:21]6[CH2:22][C@@H:6]2[C@@:7]23[CH2:34][CH2:33][C@:10]([O:35][CH3:36])([C@@H:11]4[O:17][C:16]=5[C:18]([OH:23])=[CH:19][CH:20]=6)[C@@H:9]([CH2:37][NH:38][S:52]([C:49]3[CH:50]=[CH:51][C:46]([CH3:56])=[CH:47][CH:48]=3)(=[O:54])=[O:53])[CH2:8]2)[CH2:2][CH2:3]1, predict the reactants needed to synthesize it. (4) Given the product [CH3:12][N:11]([CH2:10][CH2:9][N:8]=[C:6]([CH3:7])[CH2:5][C:4](=[O:14])[CH3:2])[CH3:13], predict the reactants needed to synthesize it. The reactants are: C[C:2](C)([C:4](=[O:14])[CH2:5][C:6](=[N:8][CH2:9][CH2:10][N:11]([CH3:13])[CH3:12])[CH3:7])C.CC(CC(C)=O)=O.[O-]S([O-])(=O)=O.[Na+].[Na+]. (5) Given the product [CH2:9]([N:6]1[CH:7]=[CH:8][C:4]([NH2:1])=[N:5]1)[CH2:10][CH2:11][CH2:12][CH2:13][CH3:14], predict the reactants needed to synthesize it. The reactants are: [N+:1]([C:4]1[CH:8]=[CH:7][N:6]([CH2:9][CH2:10][CH2:11][CH2:12][CH2:13][CH3:14])[N:5]=1)([O-])=O.CO.[H][H]. (6) Given the product [CH3:1][O:2][C:3]([C:5]1([C:34]2[C:43]3[C:38](=[CH:39][C:40]([F:45])=[C:41]([F:44])[CH:42]=3)[N:37]=[CH:36][N:35]=2)[CH2:6][CH2:7][N:8]([C:11]([O:13][C:14]([CH3:17])([CH3:16])[CH3:15])=[O:12])[CH2:9][CH2:10]1)=[O:4], predict the reactants needed to synthesize it. The reactants are: [CH3:1][O:2][C:3]([CH:5]1[CH2:10][CH2:9][N:8]([C:11]([O:13][C:14]([CH3:17])([CH3:16])[CH3:15])=[O:12])[CH2:7][CH2:6]1)=[O:4].[Li+].C[Si]([N-][Si](C)(C)C)(C)C.C1COCC1.Cl[C:34]1[C:43]2[C:38](=[CH:39][C:40]([F:45])=[C:41]([F:44])[CH:42]=2)[N:37]=[CH:36][N:35]=1. (7) Given the product [Cl:1][C:2]1[CH:3]=[C:4]([C:5]([N:27]2[CH2:32][CH2:31][O:30][CH2:29][CH2:28]2)=[O:7])[CH:8]=[CH:9][C:10]=1[C:11]([NH:12][C:13]1[CH:18]=[CH:17][C:16]([Cl:19])=[C:15]([C:20]2[CH:25]=[CH:24][CH:23]=[CH:22][N:21]=2)[CH:14]=1)=[O:26], predict the reactants needed to synthesize it. The reactants are: [Cl:1][C:2]1[CH:3]=[C:4]([CH:8]=[CH:9][C:10]=1[C:11](=[O:26])[NH:12][C:13]1[CH:18]=[CH:17][C:16]([Cl:19])=[C:15]([C:20]2[CH:25]=[CH:24][CH:23]=[CH:22][N:21]=2)[CH:14]=1)[C:5]([OH:7])=O.[NH:27]1[CH2:32][CH2:31][O:30][CH2:29][CH2:28]1. (8) Given the product [CH:1]1([C:4]2[CH:9]=[CH:8][C:7]([O:10][CH2:11][CH:12]3[C:13](=[O:18])[CH2:14][CH2:15][CH2:16][O:17]3)=[CH:6][CH:5]=2)[CH2:3][CH2:2]1, predict the reactants needed to synthesize it. The reactants are: [CH:1]1([C:4]2[CH:9]=[CH:8][C:7]([O:10][CH2:11][CH:12]3[O:17][CH2:16][CH2:15][CH2:14][CH:13]3[OH:18])=[CH:6][CH:5]=2)[CH2:3][CH2:2]1.C(N(CC)CC)C.